This data is from Forward reaction prediction with 1.9M reactions from USPTO patents (1976-2016). The task is: Predict the product of the given reaction. (1) Given the reactants [Cl:1][C:2]1[N:6]([CH3:7])[N:5]=[C:4]([C:8]([F:11])([F:10])[F:9])[C:3]=1[C:12]#N.[C:14](#[N:16])[CH3:15].[H-].[Na+].Cl.C([O:22]CC)C, predict the reaction product. The product is: [Cl:1][C:2]1[N:6]([CH3:7])[N:5]=[C:4]([C:8]([F:9])([F:10])[F:11])[C:3]=1[C:12](=[O:22])[CH2:15][C:14]#[N:16]. (2) Given the reactants [CH3:1][C:2]1[CH:3]=[CH:4][CH:5]=[C:6]2[C:10]=1[NH:9][CH:8]=[CH:7]2.[CH3:11][Mg+].[Br-].I[CH2:15][CH2:16][CH2:17][Cl:18].[C:19]([O-:22])([O-])=O.[Cs+].[Cs+], predict the reaction product. The product is: [Cl:18][CH2:17][CH2:16][CH2:15][N:9]1[C:10]2[C:6](=[CH:5][CH:4]=[CH:3][C:2]=2[CH3:1])[C:7]([C:19](=[O:22])[CH3:11])=[CH:8]1. (3) Given the reactants C(N(CC)CC)C.[Br:8][C:9]1[C:14]([CH2:15][NH:16][C:17]2[C:18]3[CH2:29][N:28]([CH2:30][C:31]4[CH:36]=[CH:35][C:34]([CH2:37][N:38]5[CH:43]=[CH:42][CH:41]=[CH:40][C:39]5=[O:44])=[CH:33][CH:32]=4)[CH2:27][C:19]=3[N:20](C(OCC)=O)[N:21]=2)=[C:13]([F:45])[C:12]([O:46][CH3:47])=[CH:11][CH:10]=1, predict the reaction product. The product is: [Br:8][C:9]1[C:14]([CH2:15][NH:16][C:17]2[C:18]3[CH2:29][N:28]([CH2:30][C:31]4[CH:32]=[CH:33][C:34]([CH2:37][N:38]5[CH:43]=[CH:42][CH:41]=[CH:40][C:39]5=[O:44])=[CH:35][CH:36]=4)[CH2:27][C:19]=3[NH:20][N:21]=2)=[C:13]([F:45])[C:12]([O:46][CH3:47])=[CH:11][CH:10]=1. (4) Given the reactants Br[C:2]1[CH:21]=[CH:20][C:5]([CH2:6][CH:7]2[CH2:11][CH2:10][N:9]([CH:12]3[CH2:17][CH2:16][C:15](=[O:18])[CH2:14][CH2:13]3)[C:8]2=[O:19])=[C:4]([Cl:22])[CH:3]=1.[CH3:23][N:24]1[CH:28]=[C:27](B2OC(C)(C)C(C)(C)O2)[CH:26]=[N:25]1.C(=O)([O-])[O-].[Na+].[Na+], predict the reaction product. The product is: [Cl:22][C:4]1[CH:3]=[C:2]([C:27]2[CH:26]=[N:25][N:24]([CH3:23])[CH:28]=2)[CH:21]=[CH:20][C:5]=1[CH2:6][CH:7]1[CH2:11][CH2:10][N:9]([CH:12]2[CH2:17][CH2:16][C:15](=[O:18])[CH2:14][CH2:13]2)[C:8]1=[O:19]. (5) Given the reactants Br[C:2]1[C:3]([C:26]2[N:30]3[CH:31]=[CH:32][CH:33]=[CH:34][C:29]3=[N:28][CH:27]=2)=[N:4][C:5]([NH:8][C:9]2[CH:14]=[CH:13][C:12]([N:15]3[CH2:20][CH2:19][N:18]([CH2:21][CH2:22][OH:23])[CH2:17][CH2:16]3)=[CH:11][C:10]=2[O:24][CH3:25])=[N:6][CH:7]=1.[C:35]([Zn]C#N)#[N:36].CC1(C)C2C=CC=C(P(C3C=CC=CC=3)C3C=CC=CC=3)C=2OC2C1=CC=CC=2P(C1C=CC=CC=1)C1C=CC=CC=1, predict the reaction product. The product is: [OH:23][CH2:22][CH2:21][N:18]1[CH2:19][CH2:20][N:15]([C:12]2[CH:13]=[CH:14][C:9]([NH:8][C:5]3[N:4]=[C:3]([C:26]4[N:30]5[CH:31]=[CH:32][CH:33]=[CH:34][C:29]5=[N:28][CH:27]=4)[C:2]([C:35]#[N:36])=[CH:7][N:6]=3)=[C:10]([O:24][CH3:25])[CH:11]=2)[CH2:16][CH2:17]1. (6) Given the reactants Cl.[CH2:2]([O:4][C:5](=[O:16])[CH:6]([CH2:8][C:9]1[CH:14]=[CH:13][C:12]([OH:15])=[CH:11][CH:10]=1)[NH2:7])[CH3:3].[CH:17](=O)[CH2:18][CH3:19].C([BH3-])#N.[Na+], predict the reaction product. The product is: [OH:15][C:12]1[CH:11]=[CH:10][C:9]([CH2:8][CH:6]([NH:7][CH2:17][CH2:18][CH3:19])[C:5]([O:4][CH2:2][CH3:3])=[O:16])=[CH:14][CH:13]=1.